This data is from Forward reaction prediction with 1.9M reactions from USPTO patents (1976-2016). The task is: Predict the product of the given reaction. (1) Given the reactants [O:1]=[C:2]1[C:10]2[C:5](=[CH:6][CH:7]=[CH:8][CH:9]=2)[C:4](=[O:11])[N:3]1[CH2:12][C:13]([OH:15])=O.C1C=CC(P(C2C=CC=CC=2)C2C=CC=CC=2)=CC=1.C(C#N)(Cl)(Cl)Cl.[NH2:41][C@@:42]([C:57]1[CH:62]=[CH:61][C:60]([O:63][CH2:64][CH2:65][CH2:66][C:67]([F:70])([F:69])[F:68])=[CH:59][CH:58]=1)([C:53]([F:56])([F:55])[F:54])[CH2:43][C:44]([C:46]1[CH:51]=[CH:50][C:49]([CH3:52])=[CH:48][CH:47]=1)=[O:45], predict the reaction product. The product is: [O:11]=[C:4]1[C:5]2[C:10](=[CH:9][CH:8]=[CH:7][CH:6]=2)[C:2](=[O:1])[N:3]1[CH2:12][C:13]([NH:41][C@:42]([C:57]1[CH:62]=[CH:61][C:60]([O:63][CH2:64][CH2:65][CH2:66][C:67]([F:68])([F:69])[F:70])=[CH:59][CH:58]=1)([CH2:43][C:44](=[O:45])[C:46]1[CH:47]=[CH:48][C:49]([CH3:52])=[CH:50][CH:51]=1)[C:53]([F:56])([F:55])[F:54])=[O:15]. (2) Given the reactants O[C:2]1([C:14]2[CH:19]=[CH:18][CH:17]=[CH:16][CH:15]=2)[CH2:6][CH2:5][N:4](C(OC(C)(C)C)=O)[CH2:3]1.FC(F)(F)C(O)=O, predict the reaction product. The product is: [C:14]1([C:2]2[CH2:3][NH:4][CH2:5][CH:6]=2)[CH:19]=[CH:18][CH:17]=[CH:16][CH:15]=1. (3) Given the reactants [CH3:1][O:2][C:3]1[CH:8]=[CH:7][CH:6]=[C:5]([O:9][CH3:10])[C:4]=1[CH:11]1[N:15]([CH2:16][C:17]2[CH:22]=[CH:21][C:20]([O:23][C:24]([F:27])([F:26])[F:25])=[CH:19][CH:18]=2)[C:14](=[O:28])[CH:13](O)[CH2:12]1.O=S(Cl)[Cl:32].N1C=CC=CC=1, predict the reaction product. The product is: [Cl:32][CH:13]1[CH2:12][CH:11]([C:4]2[C:3]([O:2][CH3:1])=[CH:8][CH:7]=[CH:6][C:5]=2[O:9][CH3:10])[N:15]([CH2:16][C:17]2[CH:22]=[CH:21][C:20]([O:23][C:24]([F:27])([F:26])[F:25])=[CH:19][CH:18]=2)[C:14]1=[O:28]. (4) Given the reactants [C:1]12([O:11][CH2:12][CH2:13][O:14][CH2:15][CH2:16][C@H:17]([CH3:21])[C:18](O)=[O:19])[CH2:10][CH:5]3[CH2:6][CH:7]([CH2:9][CH:3]([CH2:4]3)[CH2:2]1)[CH2:8]2.S(Cl)(Cl)=O.[N+:26]([C:29]1[CH:35]=[CH:34][C:32]([NH2:33])=[CH:31][C:30]=1[C:36]([F:39])([F:38])[F:37])([O-:28])=[O:27], predict the reaction product. The product is: [C:1]12([O:11][CH2:12][CH2:13][O:14][CH2:15][CH2:16][C@H:17]([CH3:21])[C:18]([NH:33][C:32]3[CH:34]=[CH:35][C:29]([N+:26]([O-:28])=[O:27])=[C:30]([C:36]([F:37])([F:38])[F:39])[CH:31]=3)=[O:19])[CH2:2][CH:3]3[CH2:9][CH:7]([CH2:6][CH:5]([CH2:4]3)[CH2:10]1)[CH2:8]2. (5) The product is: [CH3:31][N:32]1[CH2:36][CH2:35][CH2:34][CH:33]1[CH2:37][CH2:38][NH:39][C:8](=[O:30])[NH:9][C:10]1[S:14][N:13]=[C:12]([O:15][CH2:16][C:17]2[C:22]([F:23])=[CH:21][C:20]([CH3:24])=[C:19]([F:25])[C:18]=2[F:26])[C:11]=1[C:27]([NH2:28])=[O:29]. Given the reactants C1(O[C:8](=[O:30])[NH:9][C:10]2[S:14][N:13]=[C:12]([O:15][CH2:16][C:17]3[C:22]([F:23])=[CH:21][C:20]([CH3:24])=[C:19]([F:25])[C:18]=3[F:26])[C:11]=2[C:27](=[O:29])[NH2:28])C=CC=CC=1.[CH3:31][N:32]1[CH2:36][CH2:35][CH2:34][CH:33]1[CH2:37][CH2:38][NH2:39], predict the reaction product. (6) Given the reactants [CH3:1][Mg]Br.[F:4][C:5]1[CH:10]=[CH:9][CH:8]=[CH:7][C:6]=1[C:11]1[N:12]=[N:13][N:14]2[C:23]3[C:18](=[CH:19][CH:20]=[CH:21][CH:22]=3)[C:17]([N:24]3[CH2:29][CH2:28][C:27](=[O:30])[CH2:26][CH2:25]3)=[N:16][C:15]=12, predict the reaction product. The product is: [F:4][C:5]1[CH:10]=[CH:9][CH:8]=[CH:7][C:6]=1[C:11]1[N:12]=[N:13][N:14]2[C:23]3[C:18](=[CH:19][CH:20]=[CH:21][CH:22]=3)[C:17]([N:24]3[CH2:25][CH2:26][C:27]([OH:30])([CH3:1])[CH2:28][CH2:29]3)=[N:16][C:15]=12. (7) Given the reactants [C:1]([CH2:3][C:4]1[CH:9]=[CH:8][C:7]([NH:10][C:11]([N:13]2[CH2:22][CH2:21][C:20]3[C:15](=[CH:16][CH:17]=[CH:18][CH:19]=3)[CH2:14]2)=[O:12])=[CH:6][CH:5]=1)#[N:2].CO, predict the reaction product. The product is: [NH2:2][CH2:1][CH2:3][C:4]1[CH:5]=[CH:6][C:7]([NH:10][C:11]([N:13]2[CH2:22][CH2:21][C:20]3[C:15](=[CH:16][CH:17]=[CH:18][CH:19]=3)[CH2:14]2)=[O:12])=[CH:8][CH:9]=1.